This data is from Full USPTO retrosynthesis dataset with 1.9M reactions from patents (1976-2016). The task is: Predict the reactants needed to synthesize the given product. Given the product [Cl:8][C:5]1[N:4]=[CH:3][C:2]([C:16]2[C:11]([O:10][CH3:9])=[C:12]([CH2:26][CH2:27][CH2:28][C:29]([O:31][CH2:32][CH3:33])=[O:30])[CH:13]=[CH:14][CH:15]=2)=[CH:7][N:6]=1, predict the reactants needed to synthesize it. The reactants are: Br[C:2]1[CH:3]=[N:4][C:5]([Cl:8])=[N:6][CH:7]=1.[CH3:9][O:10][C:11]1[C:16](B2OC(C)(C)C(C)(C)O2)=[CH:15][CH:14]=[CH:13][C:12]=1[CH2:26][CH2:27][CH2:28][C:29]([O:31][CH2:32][CH3:33])=[O:30].P([O-])([O-])([O-])=O.[K+].[K+].[K+].